This data is from Forward reaction prediction with 1.9M reactions from USPTO patents (1976-2016). The task is: Predict the product of the given reaction. (1) Given the reactants Cl.[NH2:2][C:3]1([C:8]([O:10][CH3:11])=[O:9])[CH2:7][CH2:6][CH2:5][CH2:4]1.Br[CH2:13][C:14]([C:16]1[CH:21]=[CH:20][CH:19]=[CH:18][CH:17]=1)=[O:15].C([O-])(O)=O.[Na+].O, predict the reaction product. The product is: [O:15]=[C:14]([C:16]1[CH:21]=[CH:20][CH:19]=[CH:18][CH:17]=1)[CH2:13][NH:2][C:3]1([C:8]([O:10][CH3:11])=[O:9])[CH2:7][CH2:6][CH2:5][CH2:4]1. (2) Given the reactants Cl[C:2]1[C:7]([N+:8]([O-:10])=[O:9])=[CH:6][CH:5]=[C:4]([Cl:11])[N:3]=1.Cl.[NH2:13][CH2:14][CH2:15][C:16]([O:18][CH2:19][CH3:20])=[O:17].C(N(C(C)C)CC)(C)C.C([O-])(O)=O.[Na+], predict the reaction product. The product is: [Cl:11][C:4]1[N:3]=[C:2]([NH:13][CH2:14][CH2:15][C:16]([O:18][CH2:19][CH3:20])=[O:17])[C:7]([N+:8]([O-:10])=[O:9])=[CH:6][CH:5]=1. (3) Given the reactants Cl.[Cl:2][C:3]1[CH:15]=[CH:14][C:6]([O:7][CH2:8][C:9]([O:11]CC)=[O:10])=[C:5]([N:16]2[CH2:21][CH2:20][NH:19][CH2:18][CH2:17]2)[CH:4]=1.[C:22]1([CH2:28][C:29](Cl)=[O:30])[CH:27]=[CH:26][CH:25]=[CH:24][CH:23]=1, predict the reaction product. The product is: [Cl:2][C:3]1[CH:15]=[CH:14][C:6]([O:7][CH2:8][C:9]([OH:11])=[O:10])=[C:5]([N:16]2[CH2:17][CH2:18][N:19]([C:29](=[O:30])[CH2:28][C:22]3[CH:27]=[CH:26][CH:25]=[CH:24][CH:23]=3)[CH2:20][CH2:21]2)[CH:4]=1. (4) Given the reactants [C:1]([O:5][C:6]([N:8]1[CH2:11][CH:10]([O:12][C:13]2[CH:14]=[C:15]([C:20]3[CH:25]=[CH:24][CH:23]=[CH:22][C:21]=3[C:26]([F:29])([F:28])[F:27])[CH:16]=[CH:17][C:18]=2O)[CH2:9]1)=[O:7])([CH3:4])([CH3:3])[CH3:2].C1C=CC2N([OH:39])N=NC=2C=1.[CH3:40][CH2:41][N:42]([CH2:45][CH3:46])[CH2:43]C.N(CC)CC.CCN=C=NCCCN(C)C.Cl.C([O-])(O)=O.[Na+], predict the reaction product. The product is: [C:1]([O:5][C:6]([N:8]1[CH2:9][CH:10]([O:12][C:13]2[CH:14]=[C:15]([C:20]3[CH:25]=[CH:24][CH:23]=[CH:22][C:21]=3[C:26]([F:27])([F:29])[F:28])[CH:16]=[CH:17][C:18]=2[C:43](=[O:39])[N:42]([CH2:45][CH3:46])[CH2:41][CH3:40])[CH2:11]1)=[O:7])([CH3:4])([CH3:3])[CH3:2]. (5) Given the reactants [N+:1]([C:4]1[CH:16]=[CH:15][C:14]2[C:13]3[C:8](=[CH:9][C:10]([N+:17]([O-])=O)=[CH:11][CH:12]=3)[NH:7][C:6]=2[CH:5]=1)([O-])=O.[Sn](Cl)Cl, predict the reaction product. The product is: [NH2:1][C:4]1[CH:16]=[CH:15][C:14]2[C:13]3[C:8](=[CH:9][C:10]([NH2:17])=[CH:11][CH:12]=3)[NH:7][C:6]=2[CH:5]=1. (6) Given the reactants [CH:1]1[C:13]2[CH:12]([CH2:14][O:15][C:16](=[O:49])[NH:17][C:18]3[CH:23]=[CH:22][C:21]([CH2:24][C@H:25]([NH2:48])[C:26]([N:28]4[CH2:32][CH2:31][CH2:30][C@H:29]4[C:33]4[CH:34]=[N:35][CH:36]=[C:37]([C:39](=[O:47])[C:40]5[CH:45]=[CH:44][C:43]([F:46])=[CH:42][CH:41]=5)[CH:38]=4)=[O:27])=[CH:20][CH:19]=3)[C:11]3[C:6](=[CH:7][CH:8]=[CH:9][CH:10]=3)[C:5]=2[CH:4]=[CH:3][CH:2]=1.[C:50]([O:54][C:55]([N:57]([CH3:63])[C@@H:58]([CH3:62])[C:59](O)=[O:60])=[O:56])([CH3:53])([CH3:52])[CH3:51].C(N(C(C)C)C(C)C)C.N1(O)C2C=CC=CC=2N=N1, predict the reaction product. The product is: [CH:1]1[C:13]2[CH:12]([CH2:14][O:15][C:16](=[O:49])[NH:17][C:18]3[CH:19]=[CH:20][C:21]([CH2:24][C@H:25]([NH:48][C:59](=[O:60])[C@@H:58]([N:57]([C:55]([O:54][C:50]([CH3:53])([CH3:52])[CH3:51])=[O:56])[CH3:63])[CH3:62])[C:26]([N:28]4[CH2:32][CH2:31][CH2:30][C@H:29]4[C:33]4[CH:34]=[N:35][CH:36]=[C:37]([C:39](=[O:47])[C:40]5[CH:45]=[CH:44][C:43]([F:46])=[CH:42][CH:41]=5)[CH:38]=4)=[O:27])=[CH:22][CH:23]=3)[C:11]3[C:6](=[CH:7][CH:8]=[CH:9][CH:10]=3)[C:5]=2[CH:4]=[CH:3][CH:2]=1. (7) Given the reactants ClC1C=CC2SC=C(CN3CCN(C4SC(C(O)=O)=C(C)N=4)C3=O)C=2C=1.[F:27][C:28]1[CH:49]=[CH:48][C:31]([CH2:32][N:33]2[CH2:37][CH2:36][N:35]([C:38]3[S:39][C:40]([C:44]([OH:46])=O)=[C:41]([CH3:43])[N:42]=3)[C:34]2=[O:47])=[CH:30][CH:29]=1.[N:50]1[CH:55]=[CH:54][C:53]([CH2:56][NH2:57])=[CH:52][CH:51]=1, predict the reaction product. The product is: [F:27][C:28]1[CH:49]=[CH:48][C:31]([CH2:32][N:33]2[CH2:37][CH2:36][N:35]([C:38]3[S:39][C:40]([C:44]([NH:57][CH2:56][C:53]4[CH:54]=[CH:55][N:50]=[CH:51][CH:52]=4)=[O:46])=[C:41]([CH3:43])[N:42]=3)[C:34]2=[O:47])=[CH:30][CH:29]=1.